Dataset: Forward reaction prediction with 1.9M reactions from USPTO patents (1976-2016). Task: Predict the product of the given reaction. (1) Given the reactants O.[NH2:2][C:3]1[NH:12][C:11](=[O:13])[C:10]2[C:5](=[N:6][CH:7]=[C:8]([CH2:14][NH:15][C:16]3[CH:66]=[CH:65][C:19]([C:20]([NH:22][C@@H:23]([CH2:27][CH2:28][C:29]([NH:31][C@@H:32]([CH2:61][C:62]([OH:64])=[O:63])[C:33]([NH:35][C@@H:36]([CH2:54][CH2:55][CH2:56][NH:57][C:58]([NH2:60])=[NH:59])[C:37]([NH:39][C@@H:40]([CH2:50][C:51]([OH:53])=[O:52])[C:41]([NH:43][C@@H:44]([C:47]([OH:49])=[O:48])[CH2:45][SH:46])=[O:42])=[O:38])=[O:34])=[O:30])[C:24]([OH:26])=[O:25])=[O:21])=[CH:18][CH:17]=3)[N:9]=2)[N:4]=1.[C:67](=[O:116])([O:105][CH2:106][CH2:107][S:108]SC1C=CC=CN=1)[O:68][CH2:69][CH2:70][N:71]1[C@@H:87]2[C@H:72]1[CH2:73][CH2:74][CH2:75][C@H:76]([CH3:104])[C@H:77]([OH:103])[C@@H:78]([CH3:102])[C:79](=[O:101])[C:80]([CH3:100])([CH3:99])[C@@H:81]([OH:98])[CH2:82][C:83](=[O:97])[O:84][C@H:85](/[C:88](/[CH3:96])=[CH:89]/[C:90]1[N:91]=[C:92]([CH3:95])[S:93][CH:94]=1)[CH2:86]2, predict the reaction product. The product is: [NH2:2][C:3]1[NH:12][C:11](=[O:13])[C:10]2[C:5](=[N:6][CH:7]=[C:8]([CH2:14][NH:15][C:16]3[CH:66]=[CH:65][C:19]([C:20]([NH:22][C@@H:23]([CH2:27][CH2:28][C:29]([NH:31][C@@H:32]([CH2:61][C:62]([OH:64])=[O:63])[C:33]([NH:35][C@@H:36]([CH2:54][CH2:55][CH2:56][NH:57][C:58]([NH2:60])=[NH:59])[C:37]([NH:39][C@@H:40]([CH2:50][C:51]([OH:53])=[O:52])[C:41]([NH:43][C@H:44]([C:47]([OH:49])=[O:48])[CH2:45][S:46][S:108][CH2:107][CH2:106][O:105][C:67]([O:68][CH2:69][CH2:70][N:71]4[C@@H:87]5[C@H:72]4[CH2:73][CH2:74][CH2:75][C@H:76]([CH3:104])[C@H:77]([OH:103])[C@@H:78]([CH3:102])[C:79](=[O:101])[C:80]([CH3:99])([CH3:100])[C@@H:81]([OH:98])[CH2:82][C:83](=[O:97])[O:84][C@H:85](/[C:88](/[CH3:96])=[CH:89]/[C:90]4[N:91]=[C:92]([CH3:95])[S:93][CH:94]=4)[CH2:86]5)=[O:116])=[O:42])=[O:38])=[O:34])=[O:30])[C:24]([OH:26])=[O:25])=[O:21])=[CH:18][CH:17]=3)[N:9]=2)[N:4]=1. (2) Given the reactants [Br:1][C:2]1[CH:14]=[N:13][C:12]2[C:11]3[C:10]([O:15][CH3:16])=[CH:9][C:8]([C:17]([O:19][CH3:20])=[O:18])=[CH:7][C:6]=3[NH:5][C:4]=2[CH:3]=1.CS(O[CH:26]([C:33]1[CH:38]=[CH:37][N:36]=[CH:35][C:34]=1[F:39])[CH:27]1[CH2:32][CH2:31][O:30][CH2:29][CH2:28]1)(=O)=O.C(O)(C(F)(F)F)=O, predict the reaction product. The product is: [Br:1][C:2]1[CH:14]=[N:13][C:12]2[C:11]3[C:10]([O:15][CH3:16])=[CH:9][C:8]([C:17]([O:19][CH3:20])=[O:18])=[CH:7][C:6]=3[N:5]([CH:26]([C:33]3[CH:38]=[CH:37][N:36]=[CH:35][C:34]=3[F:39])[CH:27]3[CH2:28][CH2:29][O:30][CH2:31][CH2:32]3)[C:4]=2[CH:3]=1.